This data is from Forward reaction prediction with 1.9M reactions from USPTO patents (1976-2016). The task is: Predict the product of the given reaction. (1) Given the reactants [Cl:1][C:2]1[CH:10]=[C:9]2[C:5]([CH:6]=[CH:7][NH:8]2)=[CH:4][CH:3]=1.O=P(Cl)(Cl)Cl.CN([CH:19]=[O:20])C, predict the reaction product. The product is: [Cl:1][C:2]1[CH:10]=[C:9]2[C:5]([C:6]([CH:19]=[O:20])=[CH:7][NH:8]2)=[CH:4][CH:3]=1. (2) The product is: [C:36]([O:39][CH2:40][C:41]1[C:42]([N:57]2[CH2:69][CH2:68][N:60]3[C:61]4[CH2:62][CH2:63][CH2:64][CH2:65][C:66]=4[CH:67]=[C:59]3[C:58]2=[O:70])=[CH:43][C:44]([F:56])=[CH:45][C:46]=1[C:2]1[N:10]=[C:9]2[C:5]([N:6]=[CH:7][N:8]2[CH2:11][O:12][CH2:13][CH2:14][Si:15]([CH3:18])([CH3:17])[CH3:16])=[C:4]([NH:19][C:20]2[CH:25]=[CH:24][C:23]([N:26]3[CH2:31][CH2:30][N:29]([CH:32]4[CH2:35][O:34][CH2:33]4)[CH2:28][CH2:27]3)=[CH:22][CH:21]=2)[N:3]=1)(=[O:38])[CH3:37]. Given the reactants I[C:2]1[N:10]=[C:9]2[C:5]([N:6]=[CH:7][N:8]2[CH2:11][O:12][CH2:13][CH2:14][Si:15]([CH3:18])([CH3:17])[CH3:16])=[C:4]([NH:19][C:20]2[CH:25]=[CH:24][C:23]([N:26]3[CH2:31][CH2:30][N:29]([CH:32]4[CH2:35][O:34][CH2:33]4)[CH2:28][CH2:27]3)=[CH:22][CH:21]=2)[N:3]=1.[C:36]([O:39][CH2:40][C:41]1[C:46](B2OC(C)(C)C(C)(C)O2)=[CH:45][C:44]([F:56])=[CH:43][C:42]=1[N:57]1[CH2:69][CH2:68][N:60]2[C:61]3[CH2:62][CH2:63][CH2:64][CH2:65][C:66]=3[CH:67]=[C:59]2[C:58]1=[O:70])(=[O:38])[CH3:37].[O-]P([O-])([O-])=O.[K+].[K+].[K+].C([O-])(=O)C.[Na+], predict the reaction product.